Predict the product of the given reaction. From a dataset of Forward reaction prediction with 1.9M reactions from USPTO patents (1976-2016). (1) Given the reactants [F:1][C:2]([F:20])([F:19])[C:3]1[CH:4]=[C:5]([C:9]2[CH:10]=[N:11][CH:12]=[C:13]([CH:18]=2)[C:14]([O:16][CH3:17])=[O:15])[CH:6]=[CH:7][CH:8]=1, predict the reaction product. The product is: [F:19][C:2]([F:1])([F:20])[C:3]1[CH:4]=[C:5]([C@H:9]2[CH2:10][NH:11][CH2:12][C@@H:13]([C:14]([O:16][CH3:17])=[O:15])[CH2:18]2)[CH:6]=[CH:7][CH:8]=1. (2) The product is: [Br:10][C:5]1[N:4]=[C:3]([C:8]#[N:9])[C:2]([OH:1])=[CH:7][CH:6]=1. Given the reactants [OH:1][C:2]1[C:3]([C:8]#[N:9])=[N:4][CH:5]=[CH:6][CH:7]=1.[Br:10]N1C(=O)CCC1=O, predict the reaction product. (3) Given the reactants [NH:1]1[C:9]2[C:4](=[CH:5][C:6]([N:10]3[C:14]4=[N:15][C:16]([CH:19]=[CH2:20])=[CH:17][CH:18]=[C:13]4[N:12]=[CH:11]3)=[CH:7][CH:8]=2)[CH2:3][CH2:2]1.[CH3:21][S:22](Cl)(=[O:24])=[O:23].C(N(CC)CC)C, predict the reaction product. The product is: [CH3:21][S:22]([N:1]1[C:9]2[C:4](=[CH:5][C:6]([N:10]3[C:14]4=[N:15][C:16]([CH:19]=[CH2:20])=[CH:17][CH:18]=[C:13]4[N:12]=[CH:11]3)=[CH:7][CH:8]=2)[CH2:3][CH2:2]1)(=[O:24])=[O:23]. (4) The product is: [ClH:26].[CH3:1][C:2]1[N:3]=[CH:4][O:5][C:6]=1[CH2:7][NH:8][C:9]([C:11]1[CH:15]=[C:14]([NH:16][C:17](=[O:27])[C:18]2[CH:23]=[C:22]([F:24])[C:21]([F:25])=[CH:20][C:19]=2[Cl:26])[NH:13][N:12]=1)=[O:10].[ClH:28].[ClH:26].[Cl:26][C:19]1[CH:20]=[C:21]([F:25])[C:22]([F:24])=[CH:23][C:18]=1[C:17]([NH:16][C:14]1[NH:13][N:12]=[C:11]([C:9]([NH:8][CH2:7][C:6]2[O:5][CH:4]=[N:3][C:2]=2[CH3:1])=[O:10])[CH:15]=1)=[O:27]. Given the reactants [CH3:1][C:2]1[N:3]=[CH:4][O:5][C:6]=1[CH2:7][NH:8][C:9]([C:11]1[CH:15]=[C:14]([NH:16][C:17](=[O:27])[C:18]2[CH:23]=[C:22]([F:24])[C:21]([F:25])=[CH:20][C:19]=2[Cl:26])[NH:13][N:12]=1)=[O:10].[ClH:28].C(OCC)(=O)C.C(OCC)(=O)C, predict the reaction product. (5) Given the reactants [Cl:1][C:2]1[CH:3]=[C:4]([CH:6]=[CH:7][C:8]=1[O:9][CH3:10])[NH2:5].C[O:12][C:13]1C=CC=C(N)[CH:14]=1, predict the reaction product. The product is: [NH2:5][C:4]1[CH:3]=[C:2]([Cl:1])[C:8]([O:9][CH3:10])=[CH:7][C:6]=1[C:13](=[O:12])[CH3:14]. (6) The product is: [CH3:37][O:36][C:28]1[C:27]([OH:26])=[CH:35][CH:34]=[C:33]2[C:29]=1[CH:30]=[N:31][NH:32]2. Given the reactants C(=O)([O-])[O-].[Cs+].[Cs+].C1(S)C=CC=CC=1.[N+](C1C=CC=CC=1S([O:26][C:27]1[C:28]([O:36][CH3:37])=[C:29]2[C:33](=[CH:34][CH:35]=1)[NH:32][N:31]=[CH:30]2)(=O)=O)([O-])=O.O, predict the reaction product. (7) Given the reactants [CH:1]([N:4]1[C:8](=[O:9])[CH:7]([CH2:10][C:11]([OH:13])=O)[S:6][CH:5]1[C:14]1[CH:19]=[CH:18][CH:17]=[CH:16][CH:15]=1)([CH3:3])[CH3:2].[NH:20]1[CH2:25][CH2:24][CH:23]([N:26]2[C:30]3[CH:31]=[CH:32][CH:33]=[CH:34][C:29]=3[NH:28][C:27]2=[O:35])[CH2:22][CH2:21]1.[CH3:36]CN(C(C)C)C(C)C.CN(C(ON1N=NC2C=CC=NC1=2)=[N+](C)C)C.F[P-](F)(F)(F)(F)F, predict the reaction product. The product is: [CH:1]([N:4]1[C:8](=[O:9])[CH:7]([CH2:10][C:11]([N:20]2[CH2:25][CH2:24][CH:23]([N:26]3[CH2:36][C:30]4[C:29](=[CH:34][CH:33]=[CH:32][CH:31]=4)[NH:28][C:27]3=[O:35])[CH2:22][CH2:21]2)=[O:13])[S:6][CH:5]1[C:14]1[CH:19]=[CH:18][CH:17]=[CH:16][CH:15]=1)([CH3:2])[CH3:3]. (8) Given the reactants [C:1]([C:3]1[CH:4]=[C:5]([CH:10]=[C:11]([I:14])[C:12]=1[OH:13])[C:6]([O:8][CH3:9])=[O:7])#[N:2].[C:15](=O)([O-])[O-].[K+].[K+].COS(=O)(=O)OC, predict the reaction product. The product is: [C:1]([C:3]1[CH:4]=[C:5]([CH:10]=[C:11]([I:14])[C:12]=1[O:13][CH3:15])[C:6]([O:8][CH3:9])=[O:7])#[N:2].